The task is: Predict the reaction yield, written as a fraction of the theoretical maximum amount of product (1.0 means a 100% yield; for example, 0.34 means a 34% yield).. This data is from Reaction yield outcomes from USPTO patents with 853,638 reactions. (1) The reactants are [Si]([O:8][C:9]1[CH:14]=[C:13]([O:15][Si](C(C)(C)C)(C)C)[CH:12]=[CH:11][C:10]=1[C@H:23]1[CH2:28][CH2:27][C@H:26]([CH2:29][OH:30])[CH2:25][CH2:24]1)(C(C)(C)C)(C)C.[F-].C([N+](CCCC)(CCCC)CCCC)CCC. The catalyst is C1COCC1. The product is [OH:30][CH2:29][C@H:26]1[CH2:25][CH2:24][C@H:23]([C:10]2[CH:11]=[CH:12][C:13]([OH:15])=[CH:14][C:9]=2[OH:8])[CH2:28][CH2:27]1. The yield is 0.590. (2) The reactants are Cl.[Cl:2][C:3]1[CH:4]=[C:5]([NH:18][C:19]2[C:28]3[C:23](=[CH:24][CH:25]=[C:26](I)[CH:27]=3)[N:22]=[CH:21][N:20]=2)[CH:6]=[CH:7][C:8]=1[O:9][CH2:10][C:11]1[CH:16]=[CH:15][CH:14]=[C:13]([F:17])[CH:12]=1.C(N(CC)CC)C.[CH:37]([C:39]1[O:43][C:42](B(O)O)=[CH:41][CH:40]=1)=[O:38]. The catalyst is C(O)C.C1C=CC(P(C2C=CC=CC=2)[C-]2C=CC=C2)=CC=1.C1C=CC(P(C2C=CC=CC=2)[C-]2C=CC=C2)=CC=1.Cl[Pd]Cl.[Fe+2].C(Cl)Cl. The product is [Cl:2][C:3]1[CH:4]=[C:5]([NH:18][C:19]2[C:28]3[C:23](=[CH:24][CH:25]=[C:26]([C:42]4[O:43][C:39]([CH:37]=[O:38])=[CH:40][CH:41]=4)[CH:27]=3)[N:22]=[CH:21][N:20]=2)[CH:6]=[CH:7][C:8]=1[O:9][CH2:10][C:11]1[CH:16]=[CH:15][CH:14]=[C:13]([F:17])[CH:12]=1. The yield is 0.940.